From a dataset of Catalyst prediction with 721,799 reactions and 888 catalyst types from USPTO. Predict which catalyst facilitates the given reaction. (1) Reactant: [C:1]([O:4][C:5]1[C:10]([CH:11]([CH3:13])[CH3:12])=[CH:9][C:8]([OH:14])=[CH:7][C:6]=1[C:15]([CH3:18])([CH3:17])[CH3:16])(=[O:3])[CH3:2].C1N2CN3CN(C2)CN1C3.Cl.[C:30](OC1C(C(C)(C)C)=CC(O)=C(C=1C(C)C)C=O)(=[O:32])C. Product: [C:1]([O:4][C:5]1[C:10]([CH:11]([CH3:13])[CH3:12])=[CH:9][C:8]([OH:14])=[C:7]([C:6]=1[C:15]([CH3:16])([CH3:17])[CH3:18])[CH:30]=[O:32])(=[O:3])[CH3:2]. The catalyst class is: 574. (2) Reactant: C([N:5]1[CH2:9][C@@H:8]([C:10]2[CH:15]=[CH:14][C:13]([F:16])=[CH:12][C:11]=2[F:17])[CH:7]([C:18]#[N:19])[CH2:6]1)(C)(C)C.ClC(OC(Cl)C)=O.CN(C)C1C2C(=CC=CC=2N(C)C)C=CC=1.CO. Product: [F:17][C:11]1[CH:12]=[C:13]([F:16])[CH:14]=[CH:15][C:10]=1[C@@H:8]1[CH2:9][NH:5][CH2:6][CH:7]1[C:18]#[N:19]. The catalyst class is: 26. (3) Reactant: CC(C)([O-])C.[K+].[CH3:7][C:8]1[N:9]([C:14]2[CH:18]=[CH:17][N:16]([CH2:19][CH2:20][OH:21])[N:15]=2)[C:10]([CH3:13])=[CH:11][CH:12]=1.F[C:23]1[CH:28]=[CH:27][C:26]([N+:29]([O-:31])=[O:30])=[CH:25][CH:24]=1.C(OCC)(=O)C. Product: [CH3:7][C:8]1[N:9]([C:14]2[CH:18]=[CH:17][N:16]([CH2:19][CH2:20][O:21][C:23]3[CH:28]=[CH:27][C:26]([N+:29]([O-:31])=[O:30])=[CH:25][CH:24]=3)[N:15]=2)[C:10]([CH3:13])=[CH:11][CH:12]=1. The catalyst class is: 7. (4) Reactant: [Na+:1].[F:2][C:3]1[CH:8]=[CH:7][C:6]([C:9]2[C:17]3[C:12](=[CH:13][CH:14]=[CH:15][CH:16]=3)[N:11]([CH:18]([CH3:20])[CH3:19])[C:10]=2[CH2:21][CH2:22][CH:23]([OH:31])[CH2:24][C:25]([OH:30])=[CH:26][C:27]([O-:29])=[O:28])=[CH:5][CH:4]=1. Product: [CH3:20][CH:18]([N:11]1[C:10](/[CH:21]=[CH:22]/[C@@H:23]([OH:31])[CH2:24][C@@H:25]([OH:30])[CH2:26][C:27]([O-:29])=[O:28])=[C:9]([C:6]2[CH:7]=[CH:8][C:3]([F:2])=[CH:4][CH:5]=2)[C:17]2[C:12]1=[CH:13][CH:14]=[CH:15][CH:16]=2)[CH3:19].[Na+:1]. The catalyst class is: 8. (5) Reactant: [C:1]12([C:11]3[CH:12]=[C:13]([C:19]4[CH:24]=[CH:23][C:22]([CH2:25][CH2:26][C:27]([OH:29])=[O:28])=[CH:21][CH:20]=4)[CH:14]=[CH:15][C:16]=3[O:17]C)[CH2:10][CH:5]3[CH2:6][CH:7]([CH2:9][CH:3]([CH2:4]3)[CH2:2]1)[CH2:8]2.B(Br)(Br)Br.O. Product: [C:1]12([C:11]3[CH:12]=[C:13]([C:19]4[CH:20]=[CH:21][C:22]([CH2:25][CH2:26][C:27]([OH:29])=[O:28])=[CH:23][CH:24]=4)[CH:14]=[CH:15][C:16]=3[OH:17])[CH2:2][CH:3]3[CH2:9][CH:7]([CH2:6][CH:5]([CH2:4]3)[CH2:10]1)[CH2:8]2. The catalyst class is: 4. (6) Reactant: [Cl:1][C:2]1[CH:7]=[CH:6][C:5]([C:8](=O)[CH2:9][C:10](=O)[CH2:11][CH2:12][CH2:13][OH:14])=[CH:4][CH:3]=1.[C:17]([NH:21][NH2:22])([CH3:20])([CH3:19])[CH3:18].Cl.C(N(CC)CC)C. Product: [C:17]([N:21]1[C:8]([C:5]2[CH:6]=[CH:7][C:2]([Cl:1])=[CH:3][CH:4]=2)=[CH:9][C:10]([CH2:11][CH2:12][CH2:13][OH:14])=[N:22]1)([CH3:20])([CH3:19])[CH3:18]. The catalyst class is: 5. (7) The catalyst class is: 2. Product: [C:12]([O:11][C@H:10]1[C@@H:15]([O:16][C:17](=[O:23])[CH2:18][CH2:19][C:20]([CH3:22])=[O:21])[C@H:24]([O:25][CH2:26][C:27]2[CH:28]=[CH:29][C:30]([Br:33])=[CH:31][CH:32]=2)[C@@H:34]([C@H:36]([CH2:45][O:46][C:47](=[O:49])[CH3:48])[O:37][CH2:38][C:39]2[CH:44]=[CH:43][CH:42]=[CH:41][CH:40]=2)[O:35][CH:9]1[S:60][C:58]1[CH:59]=[C:54]([C:50]([CH3:52])([CH3:51])[CH3:53])[CH:55]=[CH:56][C:57]=1[CH3:61])(=[O:14])[CH3:13]. Reactant: C(O[CH:9]1[O:35][C@H:34]([C@H:36]([CH2:45][O:46][C:47](=[O:49])[CH3:48])[O:37][CH2:38][C:39]2[CH:44]=[CH:43][CH:42]=[CH:41][CH:40]=2)[C@@H:24]([O:25][CH2:26][C:27]2[CH:32]=[CH:31][C:30]([Br:33])=[CH:29][CH:28]=2)[C@H:15]([O:16][C:17](=[O:23])[CH2:18][CH2:19][C:20]([CH3:22])=[O:21])[C@@H:10]1[O:11][C:12](=[O:14])[CH3:13])(=O)CCC(C)=O.[C:50]([C:54]1[CH:55]=[CH:56][C:57]([CH3:61])=[C:58]([SH:60])[CH:59]=1)([CH3:53])([CH3:52])[CH3:51]. (8) Reactant: [CH2:1]([N:3]1[C:12](=[O:13])[CH2:11][CH2:10][C@H:4]1[C:5]([O:7]CC)=[O:6])[CH3:2].[OH-].[Na+]. Product: [CH2:1]([N:3]1[C:12](=[O:13])[CH2:11][CH2:10][C@H:4]1[C:5]([OH:7])=[O:6])[CH3:2]. The catalyst class is: 8.